Dataset: Catalyst prediction with 721,799 reactions and 888 catalyst types from USPTO. Task: Predict which catalyst facilitates the given reaction. (1) Reactant: [CH2:1]([O:3][C:4]([C:6]1([C:9]2[CH:14]=[CH:13][C:12]([C:15]3[CH:20]=[CH:19][C:18]([C:21]4[S:22][C:23]([F:29])=[CH:24][C:25]=4C(O)=O)=[CH:17][CH:16]=3)=[CH:11][CH:10]=2)[CH2:8][CH2:7]1)=[O:5])[CH3:2].C([N:32]([CH2:35]C)CC)C.C1(P(N=[N+]=[N-])(C2C=CC=CC=2)=[O:44])C=CC=CC=1.[Cl:54][C:55]1[CH:60]=[CH:59][C:58]([C@H:61]([OH:63])[CH3:62])=[CH:57][CH:56]=1.[Cl-].[NH4+]. Product: [CH2:1]([O:3][C:4]([C:6]1([C:9]2[CH:10]=[CH:11][C:12]([C:15]3[CH:20]=[CH:19][C:18]([C:21]4[S:22][C:23]([F:29])=[CH:24][C:25]=4[NH:32][C:35]([O:63][C@@H:61]([C:58]4[CH:59]=[CH:60][C:55]([Cl:54])=[CH:56][CH:57]=4)[CH3:62])=[O:44])=[CH:17][CH:16]=3)=[CH:13][CH:14]=2)[CH2:7][CH2:8]1)=[O:5])[CH3:2]. The catalyst class is: 11. (2) Reactant: Cl.[CH2:2]([O:9][NH2:10])[C:3]1[CH:8]=[CH:7][CH:6]=[CH:5][CH:4]=1.CCN(CC)CC.[C:18]([O:22][C:23]([CH3:26])([CH3:25])[CH3:24])(=[O:21])[CH:19]=[CH2:20]. Product: [CH2:2]([O:9][NH:10][CH2:20][CH2:19][C:18]([O:22][C:23]([CH3:26])([CH3:25])[CH3:24])=[O:21])[C:3]1[CH:8]=[CH:7][CH:6]=[CH:5][CH:4]=1. The catalyst class is: 1.